This data is from Full USPTO retrosynthesis dataset with 1.9M reactions from patents (1976-2016). The task is: Predict the reactants needed to synthesize the given product. (1) Given the product [C:1]([C:3]1[CH:4]=[CH:5][C:6]2[O:10][C:9]([CH:11]([C:12]3[C:20]([O:21][CH3:22])=[CH:19][C:18]([CH3:23])=[C:17]4[C:13]=3[CH:14]=[CH:15][N:16]4[C:24]([O:26][C:27]([CH3:28])([CH3:30])[CH3:29])=[O:25])[C:43]([O:45][CH2:46][CH3:47])=[O:44])=[N:8][C:7]=2[CH:31]=1)#[N:2], predict the reactants needed to synthesize it. The reactants are: [C:1]([C:3]1[CH:4]=[CH:5][C:6]2[O:10][C:9]([CH2:11][C:12]3[C:20]([O:21][CH3:22])=[CH:19][C:18]([CH3:23])=[C:17]4[C:13]=3[CH:14]=[CH:15][N:16]4[C:24]([O:26][C:27]([CH3:30])([CH3:29])[CH3:28])=[O:25])=[N:8][C:7]=2[CH:31]=1)#[N:2].[Li+].C[Si]([N-][Si](C)(C)C)(C)C.Cl[C:43]([O:45][CH2:46][CH3:47])=[O:44]. (2) Given the product [S:7]([O:12][CH2:13][C@H:14]1[O:19][CH2:18][CH2:17][N:16]([C:20]([O:22][C:23]([CH3:26])([CH3:25])[CH3:24])=[O:21])[CH2:15]1)([C:2]1[CH:1]=[CH:6][C:5]([CH3:27])=[CH:4][CH:3]=1)(=[O:8])=[O:9], predict the reactants needed to synthesize it. The reactants are: [C:1]1(C)[C:2]([S:7](Cl)(=[O:9])=[O:8])=[CH:3][CH:4]=[CH:5][CH:6]=1.[OH:12][CH2:13][C@H:14]1[O:19][CH2:18][CH2:17][N:16]([C:20]([O:22][C:23]([CH3:26])([CH3:25])[CH3:24])=[O:21])[CH2:15]1.[CH2:27](N(CC)CC)C. (3) Given the product [Br:1][C:2]1[CH:7]=[CH:6][C:5]([O:8][C:14]2[CH:15]=[CH:16][C:11]([O:10][CH3:9])=[CH:12][CH:13]=2)=[CH:4][CH:3]=1, predict the reactants needed to synthesize it. The reactants are: [Br:1][C:2]1[CH:7]=[CH:6][C:5]([OH:8])=[CH:4][CH:3]=1.[CH3:9][O:10][C:11]1[CH:16]=[CH:15][C:14](B(O)O)=[CH:13][CH:12]=1.N1C=CC=CC=1. (4) The reactants are: [CH3:1][C:2]1[C:3]([S:8]([N:11]([CH2:19][C:20](O)=[O:21])[C:12]2[CH:17]=[CH:16][C:15]([CH3:18])=[CH:14][CH:13]=2)(=[O:10])=[O:9])=[N:4][CH:5]=[CH:6][CH:7]=1.[CH2:23]([NH:25][CH2:26][C:27]1[CH:32]=[CH:31][CH:30]=[C:29]([CH3:33])[N:28]=1)[CH3:24]. Given the product [CH2:23]([N:25]([CH2:26][C:27]1[CH:32]=[CH:31][CH:30]=[C:29]([CH3:33])[N:28]=1)[C:20](=[O:21])[CH2:19][N:11]([S:8]([C:3]1[C:2]([CH3:1])=[CH:7][CH:6]=[CH:5][N:4]=1)(=[O:9])=[O:10])[C:12]1[CH:13]=[CH:14][C:15]([CH3:18])=[CH:16][CH:17]=1)[CH3:24], predict the reactants needed to synthesize it.